Dataset: Reaction yield outcomes from USPTO patents with 853,638 reactions. Task: Predict the reaction yield, written as a fraction of the theoretical maximum amount of product (1.0 means a 100% yield; for example, 0.34 means a 34% yield). (1) The reactants are [Br:1][C:2]1[CH:7]=[CH:6][C:5]([N:8]2[CH2:12][C:11](O)([C:13]([O:15][CH2:16][CH3:17])=[O:14])[N:10]=[C:9]2[C:19]([C:22]2[C:27]([Cl:28])=[CH:26][CH:25]=[CH:24][C:23]=2[Cl:29])([CH3:21])[CH3:20])=[C:4]([F:30])[CH:3]=1.C(O)(C(F)(F)F)=O.[OH-].[Na+]. The catalyst is CCO.C(Cl)Cl. The product is [Br:1][C:2]1[CH:7]=[CH:6][C:5]([N:8]2[CH:12]=[C:11]([C:13]([O:15][CH2:16][CH3:17])=[O:14])[N:10]=[C:9]2[C:19]([C:22]2[C:27]([Cl:28])=[CH:26][CH:25]=[CH:24][C:23]=2[Cl:29])([CH3:20])[CH3:21])=[C:4]([F:30])[CH:3]=1. The yield is 0.860. (2) The reactants are [CH3:1][O:2][C:3]1[CH:15]=[C:14]([O:16][CH3:17])[CH:13]=[CH:12][C:4]=1[CH2:5][NH:6][C:7]1[S:8][CH:9]=[N:10][N:11]=1.C[Si]([N-][Si](C)(C)C)(C)C.[Li+].[Cl:28][C:29]1[C:30]([F:40])=[CH:31][C:32]([F:39])=[C:33]([S:35](Cl)(=[O:37])=[O:36])[CH:34]=1.O. The catalyst is C1COCC1. The product is [Cl:28][C:29]1[C:30]([F:40])=[CH:31][C:32]([F:39])=[C:33]([S:35]([N:6]([CH2:5][C:4]2[CH:12]=[CH:13][C:14]([O:16][CH3:17])=[CH:15][C:3]=2[O:2][CH3:1])[C:7]2[S:8][CH:9]=[N:10][N:11]=2)(=[O:37])=[O:36])[CH:34]=1. The yield is 0.580. (3) The reactants are C(O[C:4](=[O:24])[CH2:5][C:6](=O)[CH2:7][CH2:8][CH2:9][CH2:10][CH2:11][CH2:12][CH2:13][CH2:14][CH2:15][CH2:16][CH2:17][CH2:18][CH2:19][CH2:20][CH2:21][CH3:22])C.[C:25]([CH2:27][C:28]([NH2:30])=[O:29])#[N:26].N1CCCCC1. The catalyst is CO. The product is [C:25]([C:27]1[C:28]([OH:29])=[N:30][C:4]([OH:24])=[CH:5][C:6]=1[CH2:7][CH2:8][CH2:9][CH2:10][CH2:11][CH2:12][CH2:13][CH2:14][CH2:15][CH2:16][CH2:17][CH2:18][CH2:19][CH2:20][CH2:21][CH3:22])#[N:26]. The yield is 0.400. (4) The reactants are [CH3:1][O:2][C:3]1[CH:8]=[CH:7][CH:6]=[CH:5][C:4]=1[C:9]1[CH:17]=[C:16]2[C:12]([CH2:13][C:14](=[O:18])[NH:15]2)=[CH:11][CH:10]=1.[N:19]1([CH2:24][CH2:25][NH:26][C:27]([C:29]2[C:33]([C:34]3[CH:39]=[CH:38][CH:37]=[CH:36][CH:35]=3)=[C:32]([CH:40]=O)[NH:31][C:30]=2[CH3:42])=[O:28])[CH2:23][CH2:22][CH2:21][CH2:20]1. No catalyst specified. The product is [N:19]1([CH2:24][CH2:25][NH:26][C:27]([C:29]2[C:33]([C:34]3[CH:35]=[CH:36][CH:37]=[CH:38][CH:39]=3)=[C:32]([CH:40]=[C:13]3[C:12]4[C:16](=[CH:17][C:9]([C:4]5[CH:5]=[CH:6][CH:7]=[CH:8][C:3]=5[O:2][CH3:1])=[CH:10][CH:11]=4)[NH:15][C:14]3=[O:18])[NH:31][C:30]=2[CH3:42])=[O:28])[CH2:20][CH2:21][CH2:22][CH2:23]1. The yield is 0.350. (5) The reactants are [Br:1][C:2](=[CH2:8])[CH2:3][Si](C)(C)C.[F:9][C:10]([F:19])([F:18])[C:11](=[O:17])[C:12]([O:14][CH2:15][CH3:16])=[O:13]. The catalyst is ClCCl.[Ti](Cl)(Cl)(Cl)Cl. The product is [CH2:15]([O:14][C:12](=[O:13])[C:11]([OH:17])([C:10]([F:9])([F:18])[F:19])[CH2:3][C:2]([Br:1])=[CH2:8])[CH3:16]. The yield is 0.760. (6) The reactants are C1(P(C2C=CC=CC=2)C2C=CC=CC=2)C=CC=CC=1.BrN1C(=O)CCC1=O.[Cl:28][C:29]1[CH:30]=[C:31]([CH:39]([CH2:43][CH:44]2[CH2:48][CH2:47][CH2:46][CH2:45]2)[C:40]([OH:42])=O)[CH:32]=[CH:33][C:34]=1[S:35]([CH3:38])(=[O:37])=[O:36].[NH2:49][C:50]1[CH:55]=[CH:54][C:53]([Br:56])=[CH:52][N:51]=1.N1C=CC=CC=1. The catalyst is C(Cl)Cl.O. The product is [Cl:28][C:29]1[CH:30]=[C:31]([CH:39]([CH2:43][CH:44]2[CH2:48][CH2:47][CH2:46][CH2:45]2)[C:40]([NH:49][C:50]2[CH:55]=[CH:54][C:53]([Br:56])=[CH:52][N:51]=2)=[O:42])[CH:32]=[CH:33][C:34]=1[S:35]([CH3:38])(=[O:36])=[O:37]. The yield is 0.830. (7) The reactants are [CH3:1][C:2]([C:4]1[CH:9]=[CH:8][C:7](F)=[CH:6][CH:5]=1)=[O:3].[CH3:11][N:12]1[CH2:17][CH2:16][NH:15][CH2:14][CH2:13]1. No catalyst specified. The product is [CH3:11][N:12]1[CH2:17][CH2:16][N:15]([C:7]2[CH:8]=[CH:9][C:4]([C:2](=[O:3])[CH3:1])=[CH:5][CH:6]=2)[CH2:14][CH2:13]1. The yield is 0.945.